Dataset: Reaction yield outcomes from USPTO patents with 853,638 reactions. Task: Predict the reaction yield, written as a fraction of the theoretical maximum amount of product (1.0 means a 100% yield; for example, 0.34 means a 34% yield). (1) The reactants are C([O:4][C@H:5](/[CH:7]=[CH:8]\[C:9]([NH:11][C@@H:12]1[CH2:17][C@H:16]([CH3:18])[C@H:15]([CH2:19]/[CH:20]=[C:21](\[CH3:24])/[CH:22]=[CH2:23])[O:14][C@@H:13]1[CH3:25])=[O:10])[CH3:6])(=O)C.C([O-])([O-])=O.[K+].[K+]. The catalyst is CO.[NH4+].[Cl-]. The product is [CH3:25][C@@H:13]1[C@H:12]([NH:11][C:9](=[O:10])/[CH:8]=[CH:7]\[C@@H:5]([OH:4])[CH3:6])[CH2:17][C@H:16]([CH3:18])[C@H:15]([CH2:19]/[CH:20]=[C:21](\[CH3:24])/[CH:22]=[CH2:23])[O:14]1. The yield is 0.820. (2) The reactants are [C:1]([O:4][CH2:5][CH2:6][O:7][CH:8]([O:37][CH2:38][CH2:39][O:40][C:41](=[O:43])[CH3:42])[O:9][C@@H:10]1[C@H:14]([O:15][Si](C(C)(C)C)(C)C)[C@@H:13]([CH:23](I)O)[O:12][C@H:11]1[N:26]1[CH:36]=[CH:35][C:30]([NH:31][C:32](=[O:34])[CH3:33])=[N:29][C:27]1=[O:28])(=[O:3])[CH3:2].CCN(C(C)C)C(C)C.CCCC[N+](CCCC)(CCCC)CCCC.[F-]. The catalyst is C1COCC1.[Pd]. The product is [C:1]([O:4][CH2:5][CH2:6][O:7][CH:8]([O:37][CH2:38][CH2:39][O:40][C:41](=[O:43])[CH3:42])[O:9][C@@H:10]1[C@H:14]([OH:15])[C@@H:13]([CH3:23])[O:12][C@H:11]1[N:26]1[CH:36]=[CH:35][C:30]([NH:31][C:32](=[O:34])[CH3:33])=[N:29][C:27]1=[O:28])(=[O:3])[CH3:2]. The yield is 0.770. (3) The yield is 0.312. The reactants are Br[C:2]1[CH:7]=[CH:6][C:5]([F:8])=[CH:4][N:3]=1.C([Cu])#N.C[N:13]([CH:15]=[O:16])C. The product is [F:8][C:5]1[CH:6]=[CH:7][C:2]([C:15]([NH2:13])=[O:16])=[N:3][CH:4]=1. The catalyst is Cl. (4) The reactants are [CH3:1][O:2][C:3]1[CH:8]=[CH:7][CH:6]=[CH:5][C:4]=1B(O)O.[NH2:12][C:13]1[N:14]=[C:15]([N:24]2[CH2:29][CH2:28][N:27]([C:30](=[O:40])[CH2:31][O:32][C:33]3[CH:38]=[CH:37][C:36]([Cl:39])=[CH:35][CH:34]=3)[CH2:26][CH2:25]2)[C:16]2[N:22]=[C:21](Cl)[CH:20]=[CH:19][C:17]=2[N:18]=1. No catalyst specified. The product is [NH2:12][C:13]1[N:14]=[C:15]([N:24]2[CH2:25][CH2:26][N:27]([C:30](=[O:40])[CH2:31][O:32][C:33]3[CH:38]=[CH:37][C:36]([Cl:39])=[CH:35][CH:34]=3)[CH2:28][CH2:29]2)[C:16]2[N:22]=[C:21]([C:4]3[CH:5]=[CH:6][CH:7]=[CH:8][C:3]=3[O:2][CH3:1])[CH:20]=[CH:19][C:17]=2[N:18]=1. The yield is 0.880. (5) The reactants are [NH:1]1[CH2:4][CH:3]([CH:5]2[CH2:10][CH2:9][N:8]([C:11]([C:13]3[S:14][CH:15]=[CH:16][N:17]=3)=[O:12])[CH2:7][CH2:6]2)[CH2:2]1.CN(C(ON1N=NC2C=CC=NC1=2)=[N+](C)C)C.F[P-](F)(F)(F)(F)F.CCN(CC)CC.[F:49][C:50]1[CH:55]=[CH:54][C:53]([N:56]2[C:60]3[CH:61]=[CH:62][C:63]([C:65](O)=[O:66])=[CH:64][C:59]=3[N:58]=[CH:57]2)=[CH:52][CH:51]=1. The catalyst is C(Cl)Cl.O. The product is [F:49][C:50]1[CH:51]=[CH:52][C:53]([N:56]2[C:60]3[CH:61]=[CH:62][C:63]([C:65]([N:1]4[CH2:2][CH:3]([CH:5]5[CH2:6][CH2:7][N:8]([C:11]([C:13]6[S:14][CH:15]=[CH:16][N:17]=6)=[O:12])[CH2:9][CH2:10]5)[CH2:4]4)=[O:66])=[CH:64][C:59]=3[N:58]=[CH:57]2)=[CH:54][CH:55]=1. The yield is 0.470. (6) The reactants are [C:1]([OH:9])(=[O:8])[C:2]1[CH:7]=[CH:6][CH:5]=[CH:4][CH:3]=1.[Br:10][CH2:11][CH2:12]O.C1(N=C=NC2CCCCC2)CCCCC1. The catalyst is ClCCl.CN(C)C1C=CN=CC=1. The product is [C:1]([O:9][CH2:12][CH2:11][Br:10])(=[O:8])[C:2]1[CH:7]=[CH:6][CH:5]=[CH:4][CH:3]=1. The yield is 0.820.